This data is from Reaction yield outcomes from USPTO patents with 853,638 reactions. The task is: Predict the reaction yield, written as a fraction of the theoretical maximum amount of product (1.0 means a 100% yield; for example, 0.34 means a 34% yield). (1) The reactants are [Cl-].C[Al+]C.[NH2:5][C:6]1[CH:11]=[CH:10][C:9]([CH3:12])=[CH:8][N:7]=1.C([O:15][C:16]([C:18]1[CH:19]=[C:20]([O:28][C:29]2[CH:34]=[CH:33][C:32]([S:35]([CH3:38])(=[O:37])=[O:36])=[CH:31][CH:30]=2)[C:21]2[CH:25]=[C:24]([CH3:26])[S:23][C:22]=2[CH:27]=1)=O)C. The catalyst is ClC(Cl)C. The product is [CH3:12][C:9]1[CH:10]=[CH:11][C:6]([NH:5][C:16]([C:18]2[CH:19]=[C:20]([O:28][C:29]3[CH:30]=[CH:31][C:32]([S:35]([CH3:38])(=[O:36])=[O:37])=[CH:33][CH:34]=3)[C:21]3[CH:25]=[C:24]([CH3:26])[S:23][C:22]=3[CH:27]=2)=[O:15])=[N:7][CH:8]=1. The yield is 0.680. (2) The reactants are [OH:1][CH2:2][CH2:3][C:4]1[CH:9]=[CH:8][C:7]([O:10][C:11](=[O:20])[N:12]([CH3:19])[C:13]2[CH:18]=[CH:17][CH:16]=[CH:15][CH:14]=2)=[CH:6][CH:5]=1.O[C:22]1[CH:27]=[CH:26][CH:25]=[CH:24][N:23]=1.O=C1C=CC=CN1CC1C=CC(OC(=O)N(C)C2C=CC=CC=2)=CC=1. No catalyst specified. The product is [N:23]1[CH:24]=[CH:25][CH:26]=[CH:27][C:22]=1[O:1][CH2:2][CH2:3][C:4]1[CH:5]=[CH:6][C:7]([O:10][C:11](=[O:20])[N:12]([CH3:19])[C:13]2[CH:14]=[CH:15][CH:16]=[CH:17][CH:18]=2)=[CH:8][CH:9]=1. The yield is 0.500. (3) The reactants are C(OC(=O)[NH:7][CH:8]([C:11]1[NH:16][C:15](=[O:17])[C:14]2=[CH:18][CH:19]=[CH:20][N:13]2[N:12]=1)[CH2:9][CH3:10])(C)(C)C.[ClH:22].C(OCC)C. The catalyst is CO. The product is [ClH:22].[NH2:7][CH:8]([C:11]1[NH:16][C:15](=[O:17])[C:14]2=[CH:18][CH:19]=[CH:20][N:13]2[N:12]=1)[CH2:9][CH3:10]. The yield is 0.770. (4) The reactants are [N+:1]([C:4]1[CH:5]=[C:6]2[C:10](=[CH:11][CH:12]=1)[NH:9][C:8]([C:13]1[CH:18]=[CH:17][CH:16]=[CH:15][CH:14]=1)=[CH:7]2)([O-])=O. The catalyst is CO.[Ni]. The product is [C:13]1([C:8]2[NH:9][C:10]3[C:6]([CH:7]=2)=[CH:5][C:4]([NH2:1])=[CH:12][CH:11]=3)[CH:14]=[CH:15][CH:16]=[CH:17][CH:18]=1. The yield is 0.770.